From a dataset of Catalyst prediction with 721,799 reactions and 888 catalyst types from USPTO. Predict which catalyst facilitates the given reaction. Reactant: [C:1]1([CH2:7][OH:8])[CH:6]=[CH:5][CH:4]=[CH:3][CH:2]=1.[H-].[Na+].Br[C:12]1[CH:17]=[CH:16][C:15]([Br:18])=[CH:14][N:13]=1. Product: [CH2:7]([O:8][C:12]1[CH:17]=[CH:16][C:15]([Br:18])=[CH:14][N:13]=1)[C:1]1[CH:6]=[CH:5][CH:4]=[CH:3][CH:2]=1. The catalyst class is: 9.